Dataset: Peptide-MHC class II binding affinity with 134,281 pairs from IEDB. Task: Regression. Given a peptide amino acid sequence and an MHC pseudo amino acid sequence, predict their binding affinity value. This is MHC class II binding data. (1) The MHC is HLA-DPA10103-DPB10201 with pseudo-sequence HLA-DPA10103-DPB10201. The binding affinity (normalized) is 0. The peptide sequence is GCGSCFEIKCTKPEA. (2) The peptide sequence is AQAAVVRFQEAANKQ. The MHC is DRB1_0101 with pseudo-sequence DRB1_0101. The binding affinity (normalized) is 0.411. (3) The peptide sequence is KEKVYLSWVPAHKGIGGNE. The MHC is DRB1_1602 with pseudo-sequence DRB1_1602. The binding affinity (normalized) is 0.460. (4) The peptide sequence is RLTQSHPILNMIDTK. The MHC is H-2-IAb with pseudo-sequence H-2-IAb. The binding affinity (normalized) is 0.561. (5) The peptide sequence is AAPGAGYTPATPAAP. The MHC is DRB3_0101 with pseudo-sequence DRB3_0101. The binding affinity (normalized) is 0. (6) The binding affinity (normalized) is 0.260. The MHC is DRB1_0101 with pseudo-sequence DRB1_0101. The peptide sequence is QFKPEEITGIMKDLD. (7) The peptide sequence is QLQPSLQTGSEELRSLY. The MHC is DRB4_0101 with pseudo-sequence DRB4_0103. The binding affinity (normalized) is 0.167.